Predict which catalyst facilitates the given reaction. From a dataset of Catalyst prediction with 721,799 reactions and 888 catalyst types from USPTO. (1) Reactant: N(C(OC(C)(C)C)=O)=NC(OC(C)(C)C)=O.[OH:17][C:18]1[CH:31]=[CH:30][C:21]2[C@H:22]([CH2:25][C:26]([O:28][CH3:29])=[O:27])[CH2:23][O:24][C:20]=2[CH:19]=1.[Br:32][C:33]1[CH:41]=[CH:40][C:39]([F:42])=[C:38]2[C:34]=1[CH2:35][CH2:36][C@@H:37]2O.C(P(CCCC)CCCC)CCC. Product: [Br:32][C:33]1[CH:41]=[CH:40][C:39]([F:42])=[C:38]2[C:34]=1[CH2:35][CH2:36][C@H:37]2[O:17][C:18]1[CH:31]=[CH:30][C:21]2[C@H:22]([CH2:25][C:26]([O:28][CH3:29])=[O:27])[CH2:23][O:24][C:20]=2[CH:19]=1. The catalyst class is: 7. (2) Reactant: [F:1][C:2]1[CH:23]=[CH:22][C:5]2[CH2:6][CH2:7][CH2:8][C:9]3[S:13][C:12]([NH:14][C:15](=[O:21])[CH2:16][CH2:17][CH2:18][CH2:19][NH2:20])=[N:11][C:10]=3[C:4]=2[CH:3]=1.C(N(CC)CC)C.[CH3:31][S:32](Cl)(=[O:34])=[O:33]. Product: [F:1][C:2]1[CH:23]=[CH:22][C:5]2[CH2:6][CH2:7][CH2:8][C:9]3[S:13][C:12]([NH:14][C:15](=[O:21])[CH2:16][CH2:17][CH2:18][CH2:19][NH:20][S:32]([CH3:31])(=[O:34])=[O:33])=[N:11][C:10]=3[C:4]=2[CH:3]=1. The catalyst class is: 1.